The task is: Predict the reactants needed to synthesize the given product.. This data is from Retrosynthesis with 50K atom-mapped reactions and 10 reaction types from USPTO. (1) Given the product CCOC(C)n1cc(-c2c(C)c(Cl)cc(C(C)N)c2-c2cccc(F)c2)cn1, predict the reactants needed to synthesize it. The reactants are: CCOC(C)n1cc(-c2c(C)c(Cl)cc(C(C)=O)c2-c2cccc(F)c2)cn1.[BH3-]C#N. (2) Given the product Nc1ccc(-c2ccnc(-c3ccc(C(F)(F)F)cc3)n2)cc1, predict the reactants needed to synthesize it. The reactants are: O=[N+]([O-])c1ccc(-c2ccnc(-c3ccc(C(F)(F)F)cc3)n2)cc1. (3) Given the product CCCCN1CCN(c2ccc(C)c([N+](=O)[O-])c2)CC1, predict the reactants needed to synthesize it. The reactants are: CCCCBr.Cc1ccc(N2CCNCC2)cc1[N+](=O)[O-]. (4) Given the product COc1ccc(CN(C(=O)C(Cl)Cl)C(C)C)cc1OC, predict the reactants needed to synthesize it. The reactants are: COc1ccc(CNC(C)C)cc1OC.O=C(O)C(Cl)Cl. (5) Given the product Cc1c(Cl)c(O)c(CCC(C)CCCCOC(=O)C(C)(C)C)c(O)c1C=O, predict the reactants needed to synthesize it. The reactants are: C/C(=C\Cc1c(O)c(Cl)c(C)c(C=O)c1O)CCCCOC(=O)C(C)(C)C. (6) Given the product OCCCCCC=C1CCC1, predict the reactants needed to synthesize it. The reactants are: COC(=O)CCCCC=C1CCC1. (7) The reactants are: COc1ccc(B(O)O)c(Cl)c1.Cn1nc(-c2ccc(Br)cc2)n(C[C@@H]2CCN(C(=O)C3CC3)C2)c1=O. Given the product COc1ccc(-c2ccc(-c3nn(C)c(=O)n3C[C@@H]3CCN(C(=O)C4CC4)C3)cc2)c(Cl)c1, predict the reactants needed to synthesize it. (8) Given the product O=C(O)/C=C\C(=O)O, predict the reactants needed to synthesize it. The reactants are: O=C(C1=Cc2cccc(OC[C@@H](O)CN3CCC(c4ccc5ccccc5c4)CC3)c2OC1)N1CCOCC1.